From a dataset of Experimentally validated miRNA-target interactions with 360,000+ pairs, plus equal number of negative samples. Binary Classification. Given a miRNA mature sequence and a target amino acid sequence, predict their likelihood of interaction. (1) The miRNA is hsa-miR-6721-5p with sequence UGGGCAGGGGCUUAUUGUAGGAG. The protein sequence of the target gene is MSAIGTLQVLGFLLSLARGSEMGNSQAVCPGTLNGLSVTGDADNQYQTLYKLYEKCEVVMGNLEIVLTGHNADLSFLQWIREVTGYVLVAMNEFSVLPLPNLRVVRGTQVYDGKFAIFVMLNYNTNSSHALRQLRFTQLTEILLGGVYIEKNDKLCHMDTIDWRDIVRVPDAEIVVKNNGGNCPPCHEVCKGRCWGPGPEDCQILTKTICAPQCNGRCFGPNPNQCCHDECAGGCSGPQDTDCFACRHFNDSGACVPRCPAPLVYNKLTFQLEPNPHIKYQYGGVCVASCPHNFVVDQTF.... Result: 0 (no interaction). (2) The miRNA is mmu-miR-495-3p with sequence AAACAAACAUGGUGCACUUCUU. The protein sequence of the target gene is MNEDPKVNLSGLPRDCIDAGAPENISAAVPSQGSVAESEPELVVNPWDIVLCSSGTLICCENAVVVLIIFHSPSLRAPMFLLIGSLALADLLAGLGLIINFVFAYLLQSEATKLVTIGLIVASFSASVCSLLAITVDRYLSLYYALTYHSERTVTFTYVMLVMLWGTSICLGLLPVMGWNCLRDESTCSVVRPLTKNNAAILSISFLFMFALMLQLYIQICKIVMRHAHQIALQHHFLATSHYVTTRKGVSTLALILGTFAACWMPFTLYSLIADYTYPSIYTYATLLPATYNSIINPVI.... Result: 1 (interaction). (3) Result: 0 (no interaction). The protein sequence of the target gene is MSGLSNKRAAGDGGSGPPEKKMNREEKTTTTLIEPIRLGGISSTEEMDSKVLQFKNKKLAERLEQRQACEDELRERIEKLEKRQATDDATLLIVNRYWAQLDETVEALLQCYENQRELSSGTEVPGCQEGLTRDVIPRPDPGTSDLREPLPVQFRAPLSEPALAFVVALGASSCEEVELQLQGRMEFSKAAVSRVVEASDRLQRQVEELCQRVYSRGDSEAPGEVARVRTRELGRENRRLQDLATQLQEKHHRISLEYSELQDKVTSTETKVLEMETTVEDLQWDIEKLRKREQKLNKHL.... The miRNA is hsa-miR-4784 with sequence UGAGGAGAUGCUGGGACUGA. (4) The miRNA is mmu-miR-466e-3p with sequence UAUACAUACACGCACACAUAAGA. The protein sequence of the target gene is MLLHLCSVKNLYQNRFLGLAAMASPSRNSQSRRRCKEPLRYSYNPDQFHNIDIRNGAHDAITIPRSTSDTDLVTSDSRSTLMVSSSYYSIGHSQDLVIHWDIKEEVDAGDWIGMYLIGEVSSENFLDYKNRGVNGSHRGQIIWKIDASSYFVESETKICFKYYHGVSGALRATTPSVTVKNSAAPIFKGIGSEETAQSQGSRRLISFSLSDFQAMGLKKGMFFNPDPYLKISIQPGKHSIFPALPHHGQERRSTIIGNTVNPIWQAEHFSFVSLPTDVLEIEVKDKFAKSRPIIKRFLGK.... Result: 1 (interaction). (5) The miRNA is mmu-miR-126a-5p with sequence CAUUAUUACUUUUGGUACGCG. The protein sequence of the target gene is MAANVGSMFQYWKRFDLQQLQRELDATATVLANRQDESEQSRKRLIEQSREFKKNTPEDLRKQVAPLLKSFQGEIDALSKRSKEAEAAFLNVYKRLIDVPDPVPALDLGQQLQLKVQRLHDIETENQKLRETLEEYNKEFAEVKNQEVTIKALKEKIREYEQTLKNQAETIALEKEQKLQNDFAEKERKLQETQMSTTSKLEEAEHKVQSLQTALEKTRTELFDLKTKYDEETTAKADEIEMIMTDLERANQRAEVAQREAETLREQLSSANHSLQLASQIQKAPDVEQAIEVLTRSSLE.... Result: 0 (no interaction). (6) The miRNA is hsa-miR-4451 with sequence UGGUAGAGCUGAGGACA. The protein sequence of the target gene is MKGFIDDANYSVGLLDEGTNLGNVIDNYVYEHTLTGKNAFFVGDLGKIVKKHSQWQTVVAQIKPFYTVKCNSTPAVLEILAALGTGFACSSKNEMALVQELGVSPENIIFTSPCKQVSQIKYAAKVGVNIMTCDNEIELKKIARNHPNAKVLLHIATEDNIGGEDGNMKFGTTLKNCRHLLECAKELDVQIIGVKFHVSSACKEYQVYVHALSDARCVFDMAGEFGFTMNMLDIGGGFTGTEIQLEEVNHVISPLLDIYFPEGSGIQIISEPGSYYVSSAFTLAVNIIAKKVVENDKFSS.... Result: 0 (no interaction). (7) The miRNA is hsa-miR-644a with sequence AGUGUGGCUUUCUUAGAGC. The protein sequence of the target gene is MSIFCLAAYFWLTMVGGVMADNPERYSANLSSHMEDFTPFPGTEINFLGTTHRPPNLALPSNGSMHGYCPQQTKITTAFKYINTVISCTIFIVGMVGNATLLRIIYQNKCMRNGPNALIASLALGDLIYVVIDLPINVFKLLAGRWPFDHNDFGVFLCKLFPFLQKSSVGITVLNLCALSVDRYRAVASWSRVQGIGIPLITAIEIVSIWILSFILAIPEAIGFVMVPFEYKGELHRTCMLNATSKFMEFYQDVKDWWLFGFYFCMPLVCTAIFYTLMTCEMLNRRNGSLRIALSEHLKQ.... Result: 0 (no interaction).